From a dataset of Reaction yield outcomes from USPTO patents with 853,638 reactions. Predict the reaction yield, written as a fraction of the theoretical maximum amount of product (1.0 means a 100% yield; for example, 0.34 means a 34% yield). (1) The reactants are Br[C:2]1[CH:20]=[CH:19][C:5]([CH2:6][CH:7]2[CH2:11][CH2:10][N:9]([CH:12]3[CH2:17][CH2:16][CH2:15][CH2:14][CH2:13]3)[C:8]2=[O:18])=[C:4]([Cl:21])[CH:3]=1.[Si]([C:26]#[N:27])(C)(C)C.O. The catalyst is CCN(CC)CC.C1C=CC([P]([Pd]([P](C2C=CC=CC=2)(C2C=CC=CC=2)C2C=CC=CC=2)([P](C2C=CC=CC=2)(C2C=CC=CC=2)C2C=CC=CC=2)[P](C2C=CC=CC=2)(C2C=CC=CC=2)C2C=CC=CC=2)(C2C=CC=CC=2)C2C=CC=CC=2)=CC=1. The product is [Cl:21][C:4]1[CH:3]=[C:2]([CH:20]=[CH:19][C:5]=1[CH2:6][CH:7]1[CH2:11][CH2:10][N:9]([CH:12]2[CH2:17][CH2:16][CH2:15][CH2:14][CH2:13]2)[C:8]1=[O:18])[C:26]#[N:27]. The yield is 0.980. (2) The reactants are [H-].[Na+].CN(C=O)C.[NH:8]1[CH:12]=[CH:11][N:10]=[CH:9]1.[Br:13][C:14]1[CH:19]=[CH:18][C:17]([CH2:20][CH2:21][CH:22]2[O:24][CH2:23]2)=[CH:16][CH:15]=1. The catalyst is O. The product is [Br:13][C:14]1[CH:15]=[CH:16][C:17]([CH2:20][CH2:21][CH:22]([OH:24])[CH2:23][N:8]2[CH:12]=[CH:11][N:10]=[CH:9]2)=[CH:18][CH:19]=1. The yield is 0.840. (3) The reactants are Br[C:2]1[CH:3]=[C:4]2[C:8](=[CH:9][CH:10]=1)[NH:7][CH:6]=[C:5]2[CH2:11][CH2:12][N:13]([CH3:15])[CH3:14].[CH3:16][N:17](C=O)C. The catalyst is [C-]#N.[Zn+2].[C-]#N.C1(P([C-]2C=CC=C2)C2C=CC=CC=2)C=CC=CC=1.[C-]1(P(C2C=CC=CC=2)C2C=CC=CC=2)C=CC=C1.[Fe+2].C1COCC1. The product is [CH3:14][N:13]([CH3:15])[CH2:12][CH2:11][C:5]1[C:4]2[C:8](=[CH:9][CH:10]=[C:2]([C:16]#[N:17])[CH:3]=2)[NH:7][CH:6]=1. The yield is 0.840. (4) The reactants are [OH:1][NH2:2].C([O:5][C:6](=O)[CH2:7][CH2:8][CH2:9][CH2:10][CH2:11][CH2:12][N:13]([C:24]1[CH:29]=[CH:28][CH:27]=[CH:26][N:25]=1)[C:14]1[CH:23]=[CH:22][C:21]2[C:16](=[CH:17][CH:18]=[CH:19][CH:20]=2)[N:15]=1)C. The catalyst is CN(C=O)C.CO. The product is [OH:1][NH:2][C:6](=[O:5])[CH2:7][CH2:8][CH2:9][CH2:10][CH2:11][CH2:12][N:13]([C:24]1[CH:29]=[CH:28][CH:27]=[CH:26][N:25]=1)[C:14]1[CH:23]=[CH:22][C:21]2[C:16](=[CH:17][CH:18]=[CH:19][CH:20]=2)[N:15]=1. The yield is 0.760. (5) The reactants are [Cl:1][C:2]1[C:3]([OH:13])=[CH:4][CH:5]=[C:6]2[C:11]=1[C:10](=[O:12])[NH:9][CH2:8][CH2:7]2.CS(O[CH:19]([CH3:24])[C:20]([F:23])([F:22])[F:21])(=O)=O.O. The catalyst is CN(C=O)C. The product is [Cl:1][C:2]1[C:3]([O:13][CH:19]([CH3:24])[C:20]([F:23])([F:22])[F:21])=[CH:4][CH:5]=[C:6]2[C:11]=1[C:10](=[O:12])[NH:9][CH2:8][CH2:7]2. The yield is 0.150. (6) The catalyst is C1(C)C=CC=CC=1. The reactants are [CH2:1]([O:3][C:4](=[O:30])[CH:5]([C:19]1[CH:24]=[C:23]([C:25]#[N:26])[CH:22]=[CH:21][C:20]=1[N+:27]([O-:29])=[O:28])[C:6]1[CH:11]=[CH:10][C:9]([CH2:12][N:13]2[CH2:18][CH2:17][O:16][CH2:15][CH2:14]2)=[CH:8][N:7]=1)[CH3:2].C(O)C.[ClH:34].C(O)(C)C. The product is [ClH:34].[CH2:1]([O:3][C:4](=[O:30])[CH:5]([C:19]1[CH:24]=[C:23]([C:25]#[N:26])[CH:22]=[CH:21][C:20]=1[N+:27]([O-:29])=[O:28])[C:6]1[CH:11]=[CH:10][C:9]([CH2:12][N:13]2[CH2:14][CH2:15][O:16][CH2:17][CH2:18]2)=[CH:8][N:7]=1)[CH3:2]. The yield is 0.870.